Dataset: Forward reaction prediction with 1.9M reactions from USPTO patents (1976-2016). Task: Predict the product of the given reaction. (1) The product is: [Br:1][C:2]1[CH:3]=[N:4][C:5]([C:9]2[CH:14]=[CH:13][CH:12]=[CH:11][CH:10]=2)=[N:6][CH:7]=1. Given the reactants [Br:1][C:2]1[CH:3]=[N:4][C:5](I)=[N:6][CH:7]=1.[C:9]1(B(O)O)[CH:14]=[CH:13][CH:12]=[CH:11][CH:10]=1.C(=O)([O-])[O-].[Na+].[Na+], predict the reaction product. (2) Given the reactants C[O:2][C:3](=O)[C:4]1[CH:9]=[CH:8][C:7]([C:10]([F:13])([F:12])[F:11])=[C:6]([CH3:14])[CH:5]=1.[BH4-].[Li+].Cl, predict the reaction product. The product is: [CH3:14][C:6]1[CH:5]=[C:4]([CH2:3][OH:2])[CH:9]=[CH:8][C:7]=1[C:10]([F:11])([F:12])[F:13]. (3) Given the reactants [OH:1][CH2:2][CH2:3][C:4]1[CH:5]=[C:6]([OH:10])[CH:7]=[CH:8][CH:9]=1.C([O-])([O-])=O.[K+].[K+].Br[CH2:18][C:19]1[CH:24]=[CH:23][CH:22]=[CH:21][CH:20]=1, predict the reaction product. The product is: [CH2:18]([O:10][C:6]1[CH:5]=[C:4]([CH2:3][CH2:2][OH:1])[CH:9]=[CH:8][CH:7]=1)[C:19]1[CH:24]=[CH:23][CH:22]=[CH:21][CH:20]=1. (4) Given the reactants [CH3:1][N:2]([CH3:29])[C:3]1[N:8]=[C:7]([C:9]2[CH:10]=[C:11]([NH:21]C(=O)OC(C)(C)C)[C:12]3[C:17]([CH:18]=2)=[CH:16][CH:15]=[C:14]([O:19][CH3:20])[CH:13]=3)[CH:6]=[CH:5][N:4]=1.[ClH:30].C(OCC)C, predict the reaction product. The product is: [ClH:30].[NH2:21][C:11]1[C:12]2[C:17](=[CH:16][CH:15]=[C:14]([O:19][CH3:20])[CH:13]=2)[CH:18]=[C:9]([C:7]2[CH:6]=[CH:5][N:4]=[C:3]([N:2]([CH3:1])[CH3:29])[N:8]=2)[CH:10]=1. (5) Given the reactants [Cl:1][C:2]1[C:3]([C:7]2[S:8][C:9]([Cl:12])=[CH:10][CH:11]=2)=[N:4][NH:5][CH:6]=1.C([O-])([O-])=O.[K+].[K+].Cl[CH2:20][C:21]([N:23]1[CH2:28][CH2:27][N:26]([C:29]2[CH:34]=[CH:33][C:32]([F:35])=[CH:31][CH:30]=2)[CH2:25][CH2:24]1)=[O:22].CN(C=O)C, predict the reaction product. The product is: [Cl:1][C:2]1[C:3]([C:7]2[S:8][C:9]([Cl:12])=[CH:10][CH:11]=2)=[N:4][N:5]([CH2:20][C:21]([N:23]2[CH2:24][CH2:25][N:26]([C:29]3[CH:34]=[CH:33][C:32]([F:35])=[CH:31][CH:30]=3)[CH2:27][CH2:28]2)=[O:22])[CH:6]=1. (6) Given the reactants [F:1][C:2]1[CH:8]=[CH:7][C:5]([NH2:6])=[C:4]([CH3:9])[CH:3]=1.C[Si]([N-][Si](C)(C)C)(C)C.[Li+].C1COCC1.Cl[C:26]1[CH:31]=[C:30]([Cl:32])[N:29]=[CH:28][C:27]=1[C:33]([N:35]1[CH2:40][CH2:39][CH:38]([C:41]2[CH:46]=[CH:45][C:44]([F:47])=[CH:43][CH:42]=2)[CH2:37][CH2:36]1)=[O:34].[Cl-].[NH4+], predict the reaction product. The product is: [Cl:32][C:30]1[N:29]=[CH:28][C:27]([C:33]([N:35]2[CH2:40][CH2:39][CH:38]([C:41]3[CH:42]=[CH:43][C:44]([F:47])=[CH:45][CH:46]=3)[CH2:37][CH2:36]2)=[O:34])=[C:26]([NH:6][C:5]2[CH:7]=[CH:8][C:2]([F:1])=[CH:3][C:4]=2[CH3:9])[CH:31]=1. (7) Given the reactants C[O:2][C:3](=O)[CH:4]=[CH:5][C:6](=[C:11]([NH:13][CH2:14][CH2:15][C:16]1[CH:21]=[CH:20][CH:19]=[CH:18][CH:17]=1)[CH3:12])[C:7]([O:9][CH3:10])=[O:8].C[O-].[Na+].[Br:26]N1C(=O)CCC1=O, predict the reaction product. The product is: [CH3:10][O:9][C:7]([C:6]1[CH:5]=[C:4]([Br:26])[C:3](=[O:2])[N:13]([CH2:14][CH2:15][C:16]2[CH:21]=[CH:20][CH:19]=[CH:18][CH:17]=2)[C:11]=1[CH3:12])=[O:8].